This data is from Reaction yield outcomes from USPTO patents with 853,638 reactions. The task is: Predict the reaction yield, written as a fraction of the theoretical maximum amount of product (1.0 means a 100% yield; for example, 0.34 means a 34% yield). The reactants are [Cl-].[NH4+].[Cl:3][C:4]1[CH:9]=[C:8]([N+:10]([O-])=O)[CH:7]=[C:6]([C:13]([F:16])([F:15])[F:14])[C:5]=1[S:17][C:18]1[CH:23]=[CH:22][C:21]([O:24][CH3:25])=[CH:20][CH:19]=1. The product is [Cl:3][C:4]1[CH:9]=[C:8]([CH:7]=[C:6]([C:13]([F:16])([F:14])[F:15])[C:5]=1[S:17][C:18]1[CH:19]=[CH:20][C:21]([O:24][CH3:25])=[CH:22][CH:23]=1)[NH2:10]. The catalyst is [Fe].CO. The yield is 0.769.